This data is from Forward reaction prediction with 1.9M reactions from USPTO patents (1976-2016). The task is: Predict the product of the given reaction. (1) Given the reactants [I:1][C:2]1[C:10]2[NH:9][C:8]3[CH2:11][CH2:12][N:13](C(OC(C)(C)C)=O)[CH2:14][C:7]=3[C:6]=2[CH:5]=[CH:4][CH:3]=1.[OH-].[K+].I[CH3:25].[OH-].[Na+], predict the reaction product. The product is: [I:1][C:2]1[C:10]2[N:9]([CH3:25])[C:8]3[CH2:11][CH2:12][NH:13][CH2:14][C:7]=3[C:6]=2[CH:5]=[CH:4][CH:3]=1. (2) The product is: [CH3:1][O:2][C:3]1[CH:4]=[C:5]2[C:10](=[CH:11][C:12]=1[O:13][CH3:14])[N:9]=[CH:8][N:7]=[C:6]2[O:15][C:16]1[CH:22]=[CH:21][C:19]([NH:20][C:27](=[O:33])[O:26][CH:24]2[CH2:40][CH2:41][N:36]([CH3:35])[CH2:37][CH2:38]2)=[CH:18][CH:17]=1. Given the reactants [CH3:1][O:2][C:3]1[CH:4]=[C:5]2[C:10](=[CH:11][C:12]=1[O:13][CH3:14])[N:9]=[CH:8][N:7]=[C:6]2[O:15][C:16]1[CH:22]=[CH:21][C:19]([NH2:20])=[CH:18][CH:17]=1.Cl[C:24](Cl)([O:26][C:27](=[O:33])OC(Cl)(Cl)Cl)Cl.[CH3:35][N:36]1[CH2:41][CH2:40]C(O)[CH2:38][CH2:37]1.C(=O)(O)[O-].[Na+], predict the reaction product. (3) Given the reactants [CH2:1]([C:8]1[CH:17]=[CH:16][C:15]2[N:14]=[C:13]3[CH:18]=[N:19][N:20]([CH3:21])[C:12]3=[C:11](Cl)[C:10]=2[CH:9]=1)[C:2]1[CH:7]=[CH:6][CH:5]=[CH:4][CH:3]=1.C(O)(=[O:25])C, predict the reaction product. The product is: [CH2:1]([C:8]1[CH:17]=[CH:16][C:15]2[NH:14][C:13]3[CH:18]=[N:19][N:20]([CH3:21])[C:12]=3[C:11](=[O:25])[C:10]=2[CH:9]=1)[C:2]1[CH:7]=[CH:6][CH:5]=[CH:4][CH:3]=1. (4) The product is: [Cl:7][CH2:6][C:5]([CH3:9])([OH:8])[CH2:4][N:1]1[CH:27]=[C:26]([C:21]2[CH:22]=[C:23]([CH3:25])[CH:24]=[C:19]([NH:18][C:14]3[CH:13]=[C:12]([CH:11]([F:10])[F:28])[CH:17]=[CH:16][N:15]=3)[N:20]=2)[N:3]=[N:2]1. Given the reactants [N:1]([CH2:4][C:5]([CH3:9])([OH:8])[CH2:6][Cl:7])=[N+:2]=[N-:3].[F:10][CH:11]([F:28])[C:12]1[CH:17]=[CH:16][N:15]=[C:14]([NH:18][C:19]2[CH:24]=[C:23]([CH3:25])[CH:22]=[C:21]([C:26]#[CH:27])[N:20]=2)[CH:13]=1.O=C1O[C@H]([C@H](CO)O)C([O-])=C1O.[Na+], predict the reaction product. (5) Given the reactants Br[C:2]1[C:3]([C:25]2[CH:30]=[CH:29][N:28]=[CH:27][CH:26]=2)=[C:4]([C:17]2[CH:22]=[CH:21][CH:20]=[C:19]([O:23][CH3:24])[CH:18]=2)[N:5]([Si](C(C)C)(C(C)C)C(C)C)[CH:6]=1.[C:31]1([C@H:37]2[CH2:45][N:44]3[C@H:39]([CH2:40][C:41](=O)[CH2:42][CH2:43]3)[CH2:38]2)[CH:36]=[CH:35][CH:34]=[CH:33][CH:32]=1.C(OCC)(=O)C.C(N)(C)C, predict the reaction product. The product is: [CH3:24][O:23][C:19]1[CH:18]=[C:17]([C:4]2[NH:5][CH:6]=[C:2]([C:41]3[CH2:42][CH2:43][N:44]4[C@H:39]([CH:40]=3)[CH2:38][C@@H:37]([C:31]3[CH:32]=[CH:33][CH:34]=[CH:35][CH:36]=3)[CH2:45]4)[C:3]=2[C:25]2[CH:26]=[CH:27][N:28]=[CH:29][CH:30]=2)[CH:22]=[CH:21][CH:20]=1. (6) Given the reactants C1(C2N=NC(NNC(=O)CC3C=C4C(=CC=3)N=CC=C4)=NC=2)C=CC=CC=1.[C:28]1([C:34]2[N:39]=[N:38][C:37]([NH:40][NH:41][C:42](=O)[CH2:43][O:44][C:45]3[C:54]4[C:49](=[CH:50][C:51]([O:55][CH3:56])=[CH:52][CH:53]=4)[N:48]=[CH:47][CH:46]=3)=[N:36][CH:35]=2)[CH:33]=[CH:32][CH:31]=[CH:30][CH:29]=1, predict the reaction product. The product is: [CH3:56][O:55][C:51]1[CH:50]=[C:49]2[C:54]([C:45]([O:44][CH2:43][C:42]3[N:38]4[N:39]=[C:34]([C:28]5[CH:33]=[CH:32][CH:31]=[CH:30][CH:29]=5)[CH:35]=[N:36][C:37]4=[N:40][N:41]=3)=[CH:46][CH:47]=[N:48]2)=[CH:53][CH:52]=1.